This data is from Microsomal clearance measurements from AstraZeneca. The task is: Regression/Classification. Given a drug SMILES string, predict its absorption, distribution, metabolism, or excretion properties. Task type varies by dataset: regression for continuous measurements (e.g., permeability, clearance, half-life) or binary classification for categorical outcomes (e.g., BBB penetration, CYP inhibition). For this dataset (clearance_microsome_az), we predict log10(clearance) (log10 of the in vitro intrinsic clearance, CLint, in uL/min per mg of human liver microsomal protein, equivalently mL/min/g; values are censored to the assay range of 3 to 150, which is 0.477 to 2.18 on this log10 scale). The compound is N#Cc1ccc(C[C@@H](C(=O)O)N2CCC(CN3CCC(Oc4ccc(Cl)c(Cl)c4)CC3)CC2)cc1. The log10(clearance) is 0.480.